The task is: Regression. Given two drug SMILES strings and cell line genomic features, predict the synergy score measuring deviation from expected non-interaction effect.. This data is from NCI-60 drug combinations with 297,098 pairs across 59 cell lines. (1) Drug 1: C1CNP(=O)(OC1)N(CCCl)CCCl. Drug 2: C1C(C(OC1N2C=NC(=NC2=O)N)CO)O. Cell line: DU-145. Synergy scores: CSS=3.79, Synergy_ZIP=-0.808, Synergy_Bliss=-2.07, Synergy_Loewe=-2.30, Synergy_HSA=-3.49. (2) Drug 1: CCCS(=O)(=O)NC1=C(C(=C(C=C1)F)C(=O)C2=CNC3=C2C=C(C=N3)C4=CC=C(C=C4)Cl)F. Drug 2: CS(=O)(=O)CCNCC1=CC=C(O1)C2=CC3=C(C=C2)N=CN=C3NC4=CC(=C(C=C4)OCC5=CC(=CC=C5)F)Cl. Cell line: K-562. Synergy scores: CSS=2.09, Synergy_ZIP=1.07, Synergy_Bliss=-0.0877, Synergy_Loewe=-14.8, Synergy_HSA=-3.07. (3) Drug 2: C1C(C(OC1N2C=NC(=NC2=O)N)CO)O. Cell line: SK-MEL-5. Drug 1: C1CCC(CC1)NC(=O)N(CCCl)N=O. Synergy scores: CSS=7.68, Synergy_ZIP=-1.44, Synergy_Bliss=8.88, Synergy_Loewe=-1.47, Synergy_HSA=3.95. (4) Drug 1: CNC(=O)C1=NC=CC(=C1)OC2=CC=C(C=C2)NC(=O)NC3=CC(=C(C=C3)Cl)C(F)(F)F. Drug 2: C1C(C(OC1N2C=NC(=NC2=O)N)CO)O. Cell line: NCI/ADR-RES. Synergy scores: CSS=19.6, Synergy_ZIP=-1.37, Synergy_Bliss=0.853, Synergy_Loewe=2.60, Synergy_HSA=2.52. (5) Drug 1: CC1=CC2C(CCC3(C2CCC3(C(=O)C)OC(=O)C)C)C4(C1=CC(=O)CC4)C. Drug 2: CC1C(C(CC(O1)OC2CC(CC3=C2C(=C4C(=C3O)C(=O)C5=CC=CC=C5C4=O)O)(C(=O)C)O)N)O. Cell line: KM12. Synergy scores: CSS=35.9, Synergy_ZIP=6.10, Synergy_Bliss=6.23, Synergy_Loewe=-18.8, Synergy_HSA=5.23.